From a dataset of Full USPTO retrosynthesis dataset with 1.9M reactions from patents (1976-2016). Predict the reactants needed to synthesize the given product. (1) Given the product [CH:12]([NH:1][C@H:2]([C:7]([OH:9])=[O:8])[CH2:3][CH:4]([CH3:6])[CH3:5])=[O:13], predict the reactants needed to synthesize it. The reactants are: [NH2:1][C@H:2]([C:7]([OH:9])=[O:8])[CH2:3][CH:4]([CH3:6])[CH3:5].[OH-].[Na+].[CH:12](N)=[O:13]. (2) Given the product [CH:1]([O:4][C:5]([N:7]1[C:16]2[C:11](=[CH:12][CH:13]=[C:14]([CH3:17])[N:15]=2)[CH:10]([NH:27][CH2:26][C:25]2[CH:28]=[C:29]([C:31]([F:32])([F:33])[F:34])[CH:30]=[C:23]([C:22]([F:21])([F:35])[F:36])[CH:24]=2)[CH2:9][CH:8]1[CH2:19][CH3:20])=[O:6])([CH3:3])[CH3:2], predict the reactants needed to synthesize it. The reactants are: [CH:1]([O:4][C:5]([N:7]1[C:16]2[C:11](=[CH:12][CH:13]=[C:14]([CH3:17])[N:15]=2)[C:10](=O)[CH2:9][CH:8]1[CH2:19][CH3:20])=[O:6])([CH3:3])[CH3:2].[F:21][C:22]([F:36])([F:35])[C:23]1[CH:24]=[C:25]([CH:28]=[C:29]([C:31]([F:34])([F:33])[F:32])[CH:30]=1)[CH2:26][NH2:27].[BH4-].[Na+].[OH-].[Na+].